Dataset: Full USPTO retrosynthesis dataset with 1.9M reactions from patents (1976-2016). Task: Predict the reactants needed to synthesize the given product. Given the product [C:12]([N:5]1[C:6]2[C:11](=[CH:10][CH:9]=[CH:8][CH:7]=2)[C@H:2]([NH:1][C:46]([NH2:45])=[S:47])[C@@H:3]([CH3:18])[C@@H:4]1[CH:15]1[CH2:17][CH2:16]1)(=[O:14])[CH3:13], predict the reactants needed to synthesize it. The reactants are: [NH2:1][CH:2]1[C:11]2[C:6](=[CH:7][CH:8]=[CH:9][CH:10]=2)[N:5]([C:12](=[O:14])[CH3:13])[C@@H:4]([CH:15]2[CH2:17][CH2:16]2)[C@@H:3]1[CH3:18].N[C@H]1C2C(=CC=CC=2)N(C(=O)C)[C@@H](C2CC2)[C@@H]1C.C([N:45]=[C:46]=[S:47])(=O)C1C=CC=CC=1.C(=O)([O-])[O-].[K+].[K+].